Dataset: Catalyst prediction with 721,799 reactions and 888 catalyst types from USPTO. Task: Predict which catalyst facilitates the given reaction. (1) Reactant: [NH3:1].[N:2]([C:5]1[CH:10]=[CH:9][C:8]([C:11]2[O:15][N:14]=[C:13]([CH3:16])[N:12]=2)=[C:7]([O:17][CH3:18])[CH:6]=1)=[C:3]=[S:4]. Product: [CH3:18][O:17][C:7]1[CH:6]=[C:5]([NH:2][C:3]([NH2:1])=[S:4])[CH:10]=[CH:9][C:8]=1[C:11]1[O:15][N:14]=[C:13]([CH3:16])[N:12]=1. The catalyst class is: 5. (2) The catalyst class is: 42. Product: [CH3:19][C:16]([CH3:17])([CH3:18])[CH2:15][CH2:14][N:13]1[C:36](=[O:37])[C:35]([C:30]2[NH:29][C:28]3[CH:39]=[CH:40][C:25]([NH:24][S:21]([CH3:20])(=[O:23])=[O:22])=[CH:26][C:27]=3[S:32](=[O:34])(=[O:33])[N:31]=2)=[C:3]([OH:4])[CH:5]2[CH2:12][CH2:11][CH2:10][CH2:9][CH2:8][CH2:7][CH:6]12. Reactant: CO[C:3]([C@@H:5]1[CH2:12][CH2:11][CH2:10][CH2:9][CH2:8][CH2:7][C@@H:6]1[NH:13][CH2:14][CH2:15][C:16]([CH3:19])([CH3:18])[CH3:17])=[O:4].[CH3:20][S:21]([NH:24][C:25]1[CH:40]=[CH:39][C:28]2[NH:29][C:30]([CH2:35][C:36](O)=[O:37])=[N:31][S:32](=[O:34])(=[O:33])[C:27]=2[CH:26]=1)(=[O:23])=[O:22].CN1CCOCC1.Cl.CN(C)CCCN=C=NCC.C(N(CC)CC)C. (3) Reactant: C([Cl:4])(=O)C.[NH2:5][C:6]1[NH:10][N:9]=[C:8]([NH:11][C:12]2[CH:17]=[C:16]([C:18]([F:21])([F:20])[F:19])[C:15]([C:22]3[CH:27]=[CH:26][C:25]([S:28]([NH:31][C:32]4([CH3:43])[CH2:35][N:34](C(OC(C)(C)C)=O)[CH2:33]4)(=[O:30])=[O:29])=[CH:24][CH:23]=3)=[C:14]([Cl:44])[CH:13]=2)[N:7]=1. Product: [ClH:4].[NH2:5][C:6]1[NH:10][N:9]=[C:8]([NH:11][C:12]2[CH:17]=[C:16]([C:18]([F:20])([F:19])[F:21])[C:15]([C:22]3[CH:27]=[CH:26][C:25]([S:28]([NH:31][C:32]4([CH3:43])[CH2:35][NH:34][CH2:33]4)(=[O:29])=[O:30])=[CH:24][CH:23]=3)=[C:14]([Cl:44])[CH:13]=2)[N:7]=1. The catalyst class is: 5. (4) Reactant: Cl[CH2:2][CH2:3][CH2:4][S:5](Cl)(=[O:7])=[O:6].[NH2:9][CH2:10][C:11]1[N:12]([CH2:23][CH:24]([CH3:26])[CH3:25])[C:13]2[C:18]([CH3:19])=[C:17]([CH3:20])[N:16]=[C:15]([NH2:21])[C:14]=2[N:22]=1.C1CCN2C(=NCCC2)CC1. Product: [O:6]=[S:5]1(=[O:7])[CH2:4][CH2:3][CH2:2][N:9]1[CH2:10][C:11]1[N:12]([CH2:23][CH:24]([CH3:26])[CH3:25])[C:13]2[C:18]([CH3:19])=[C:17]([CH3:20])[N:16]=[C:15]([NH2:21])[C:14]=2[N:22]=1. The catalyst class is: 3. (5) Reactant: C(OC(=O)[NH:7][C@H:8]([CH:11]([C:13]1[N:17]=[C:16]([CH2:18][CH3:19])[O:15][N:14]=1)[OH:12])[CH2:9][CH3:10])(C)(C)C.[F:21][C:22]([F:27])([F:26])[C:23]([OH:25])=[O:24]. Product: [F:21][C:22]([F:27])([F:26])[C:23]([OH:25])=[O:24].[NH2:7][CH:8]([CH2:9][CH3:10])[C@@H:11]([C:13]1[N:17]=[C:16]([CH2:18][CH3:19])[O:15][N:14]=1)[OH:12]. The catalyst class is: 2. (6) Reactant: [F:1][C:2]1[CH:7]=[CH:6][CH:5]=[CH:4][C:3]=1[OH:8].[C:9](O)(=[O:11])[CH3:10]. Product: [C:9]([O:8][C:3]1[CH:4]=[CH:5][CH:6]=[CH:7][C:2]=1[F:1])(=[O:11])[CH3:10]. The catalyst class is: 309. (7) Reactant: C([O:3][C:4]([C:6]1([CH2:19][CH2:20][NH:21][C:22]2[C:23]([CH3:29])=[N:24][C:25]([Br:28])=[CH:26][CH:27]=2)[CH2:11][CH2:10][N:9]([C:12]([O:14][C:15]([CH3:18])([CH3:17])[CH3:16])=[O:13])[CH2:8][CH2:7]1)=O)C.CC(C)([O-])C.[K+]. Product: [C:15]([O:14][C:12]([N:9]1[CH2:10][CH2:11][C:6]2([C:4](=[O:3])[N:21]([C:22]3[C:23]([CH3:29])=[N:24][C:25]([Br:28])=[CH:26][CH:27]=3)[CH2:20][CH2:19]2)[CH2:7][CH2:8]1)=[O:13])([CH3:18])([CH3:17])[CH3:16]. The catalyst class is: 56.